Dataset: NCI-60 drug combinations with 297,098 pairs across 59 cell lines. Task: Regression. Given two drug SMILES strings and cell line genomic features, predict the synergy score measuring deviation from expected non-interaction effect. (1) Drug 1: CS(=O)(=O)OCCCCOS(=O)(=O)C. Drug 2: CC(C)NC(=O)C1=CC=C(C=C1)CNNC.Cl. Cell line: MOLT-4. Synergy scores: CSS=42.5, Synergy_ZIP=8.45, Synergy_Bliss=10.8, Synergy_Loewe=6.70, Synergy_HSA=10.7. (2) Drug 1: CCC1=CC2CC(C3=C(CN(C2)C1)C4=CC=CC=C4N3)(C5=C(C=C6C(=C5)C78CCN9C7C(C=CC9)(C(C(C8N6C)(C(=O)OC)O)OC(=O)C)CC)OC)C(=O)OC.C(C(C(=O)O)O)(C(=O)O)O. Synergy scores: CSS=52.3, Synergy_ZIP=7.12, Synergy_Bliss=4.52, Synergy_Loewe=-42.6, Synergy_HSA=4.64. Drug 2: C(CN)CNCCSP(=O)(O)O. Cell line: BT-549. (3) Synergy scores: CSS=20.0, Synergy_ZIP=-9.36, Synergy_Bliss=-8.97, Synergy_Loewe=-16.9, Synergy_HSA=-8.90. Drug 1: CC1C(C(=O)NC(C(=O)N2CCCC2C(=O)N(CC(=O)N(C(C(=O)O1)C(C)C)C)C)C(C)C)NC(=O)C3=C4C(=C(C=C3)C)OC5=C(C(=O)C(=C(C5=N4)C(=O)NC6C(OC(=O)C(N(C(=O)CN(C(=O)C7CCCN7C(=O)C(NC6=O)C(C)C)C)C)C(C)C)C)N)C. Cell line: NCI-H322M. Drug 2: B(C(CC(C)C)NC(=O)C(CC1=CC=CC=C1)NC(=O)C2=NC=CN=C2)(O)O. (4) Drug 1: CNC(=O)C1=CC=CC=C1SC2=CC3=C(C=C2)C(=NN3)C=CC4=CC=CC=N4. Drug 2: CS(=O)(=O)C1=CC(=C(C=C1)C(=O)NC2=CC(=C(C=C2)Cl)C3=CC=CC=N3)Cl. Cell line: MCF7. Synergy scores: CSS=2.96, Synergy_ZIP=-1.60, Synergy_Bliss=0.625, Synergy_Loewe=-1.83, Synergy_HSA=0.275. (5) Drug 1: C1CCC(C1)C(CC#N)N2C=C(C=N2)C3=C4C=CNC4=NC=N3. Drug 2: COC1=C(C=C2C(=C1)N=CN=C2NC3=CC(=C(C=C3)F)Cl)OCCCN4CCOCC4. Cell line: UO-31. Synergy scores: CSS=36.7, Synergy_ZIP=-11.5, Synergy_Bliss=-0.101, Synergy_Loewe=4.38, Synergy_HSA=5.70. (6) Synergy scores: CSS=20.9, Synergy_ZIP=-1.08, Synergy_Bliss=0.361, Synergy_Loewe=-0.999, Synergy_HSA=1.81. Cell line: OVCAR-4. Drug 2: C1C(C(OC1N2C=NC(=NC2=O)N)CO)O. Drug 1: C1CCC(C(C1)N)N.C(=O)(C(=O)[O-])[O-].[Pt+4]. (7) Drug 1: C1CCC(CC1)NC(=O)N(CCCl)N=O. Drug 2: C1=NC2=C(N=C(N=C2N1C3C(C(C(O3)CO)O)O)F)N. Cell line: MALME-3M. Synergy scores: CSS=4.80, Synergy_ZIP=-4.92, Synergy_Bliss=-3.06, Synergy_Loewe=-6.35, Synergy_HSA=-3.94.